Predict the reactants needed to synthesize the given product. From a dataset of Full USPTO retrosynthesis dataset with 1.9M reactions from patents (1976-2016). Given the product [F:12][C:4]1[C:5]([O:10][CH3:11])=[CH:6][C:7]([O:8][CH3:9])=[C:2]([F:1])[C:3]=1[N:13]1[CH2:22][C:21]2[CH:20]=[N:19][C:18]3[NH:23][C:24]([CH2:26][CH2:27][N:28]4[CH2:29][CH2:30][O:31][CH2:32][CH2:33]4)=[CH:25][C:17]=3[C:16]=2[C:15]([CH3:43])([CH3:44])[C:14]1=[O:45], predict the reactants needed to synthesize it. The reactants are: [F:1][C:2]1[C:7]([O:8][CH3:9])=[CH:6][C:5]([O:10][CH3:11])=[C:4]([F:12])[C:3]=1[N:13]1[CH2:22][C:21]2[CH:20]=[N:19][C:18]3[N:23](S(C4C=CC=CC=4)(=O)=O)[C:24]([CH2:26][CH2:27][N:28]4[CH2:33][CH2:32][O:31][CH2:30][CH2:29]4)=[CH:25][C:17]=3[C:16]=2[C:15]([CH3:44])([CH3:43])[C:14]1=[O:45].CC(C)([O-])C.[K+].